Dataset: Full USPTO retrosynthesis dataset with 1.9M reactions from patents (1976-2016). Task: Predict the reactants needed to synthesize the given product. (1) Given the product [CH3:8][O:7][C:5](=[O:6])[C:4]1[CH:3]=[C:2]([CH:13]=[CH2:14])[N:11]=[C:10]([Cl:12])[CH:9]=1, predict the reactants needed to synthesize it. The reactants are: Cl[C:2]1[CH:3]=[C:4]([CH:9]=[C:10]([Cl:12])[N:11]=1)[C:5]([O:7][CH3:8])=[O:6].[C:13]1(C)C=CC=C[CH:14]=1.C([Sn](CCCC)(CCCC)C=C)CCC. (2) Given the product [NH2:11][C:8]1[CH:9]=[CH:10][C:5]([CH:4]=[CH2:3])=[CH:6][CH:7]=1, predict the reactants needed to synthesize it. The reactants are: C.N[CH:3]=[CH:4][C:5]1[CH:10]=[CH:9][CH:8]=[CH:7][CH:6]=1.[N:11]([O-])=O.[Na+]. (3) Given the product [F:1][C:2]1[CH:7]=[CH:6][C:5](/[CH:8]=[CH:9]\[CH:13]([S:14][CH:13](/[CH:9]=[CH:8]\[C:5]2[CH:6]=[CH:7][C:2]([F:1])=[CH:3][CH:4]=2)[C:12]2[CH:15]=[CH:16][CH:17]=[CH:18][C:11]=2[Cl:10])[C:12]2[CH:15]=[CH:16][CH:17]=[CH:18][C:11]=2[Cl:10])=[CH:4][CH:3]=1, predict the reactants needed to synthesize it. The reactants are: [F:1][C:2]1[CH:7]=[CH:6][C:5]([C:8]#[CH:9])=[CH:4][CH:3]=1.[Cl:10][C:11]1[CH:18]=[CH:17][CH:16]=[CH:15][C:12]=1[CH2:13][SH:14].[Na]. (4) Given the product [C:14]([Si:1]([O:18][CH2:19][CH2:20][CH:21]([O:25][CH2:26][CH3:27])[CH2:22][CH:23]=[CH2:24])([C:8]1[CH:9]=[CH:10][CH:11]=[CH:12][CH:13]=1)[C:2]1[CH:3]=[CH:4][CH:5]=[CH:6][CH:7]=1)([CH3:16])([CH3:17])[CH3:15], predict the reactants needed to synthesize it. The reactants are: [Si:1]([O:18][CH2:19][CH2:20][CH:21]([OH:25])[CH2:22][CH:23]=[CH2:24])([C:14]([CH3:17])([CH3:16])[CH3:15])([C:8]1[CH:13]=[CH:12][CH:11]=[CH:10][CH:9]=1)[C:2]1[CH:7]=[CH:6][CH:5]=[CH:4][CH:3]=1.[CH2:26](I)[CH3:27].[H-].[Na+].